This data is from Full USPTO retrosynthesis dataset with 1.9M reactions from patents (1976-2016). The task is: Predict the reactants needed to synthesize the given product. (1) Given the product [Cl:39][C:40]1[C:49]([OH:50])=[C:48]([OH:51])[C:47]([Cl:52])=[C:46]2[C:41]=1[CH2:42][CH2:43][N:44]([C:23](=[O:25])/[CH:22]=[CH:21]/[C:18]1[CH:19]=[N:20][C:15]([C:14]([F:13])([F:27])[F:26])=[CH:16][CH:17]=1)[CH2:45]2, predict the reactants needed to synthesize it. The reactants are: C1N=CN(C(N2C=NC=C2)=O)C=1.[F:13][C:14]([F:27])([F:26])[C:15]1[N:20]=[CH:19][C:18](/[CH:21]=[CH:22]/[C:23]([OH:25])=O)=[CH:17][CH:16]=1.C1C=CC2N(O)N=NC=2C=1.Br.[Cl:39][C:40]1[C:49]([OH:50])=[C:48]([OH:51])[C:47]([Cl:52])=[C:46]2[C:41]=1[CH2:42][CH2:43][NH:44][CH2:45]2. (2) Given the product [CH2:1]([N:8]1[CH2:9][CH2:10][C:11]([N:21]([C:22]2[CH:27]=[CH:26][CH:25]=[CH:24][CH:23]=2)[C:28](=[O:30])[CH3:29])([C:14]2[CH:19]=[CH:18][CH:17]=[C:16]([CH3:20])[N:15]=2)[CH2:12][CH2:13]1)[C:2]1[CH:3]=[CH:4][CH:5]=[CH:6][CH:7]=1, predict the reactants needed to synthesize it. The reactants are: [CH2:1]([N:8]1[CH2:13][CH2:12][C:11]([NH:21][C:22]2[CH:27]=[CH:26][CH:25]=[CH:24][CH:23]=2)([C:14]2[CH:19]=[CH:18][CH:17]=[C:16]([CH3:20])[N:15]=2)[CH2:10][CH2:9]1)[C:2]1[CH:7]=[CH:6][CH:5]=[CH:4][CH:3]=1.[C:28](OC(=O)C)(=[O:30])[CH3:29]. (3) Given the product [CH3:23][O:22][C:19]([C:2]1[CH:7]=[N:6][C:5]([N:8]2[CH2:12][CH2:11][CH2:10][CH2:9]2)=[C:4]([O:13][CH2:14][CH:15]2[CH2:18][CH2:17][CH2:16]2)[N:3]=1)=[O:21], predict the reactants needed to synthesize it. The reactants are: Br[C:2]1[N:3]=[C:4]([O:13][CH2:14][CH:15]2[CH2:18][CH2:17][CH2:16]2)[C:5]([N:8]2[CH2:12][CH2:11][CH2:10][CH2:9]2)=[N:6][CH:7]=1.[C:19]([O:22][CH2:23]C)(=[O:21])C.C(N(CC)CC)C. (4) Given the product [Br:14][CH2:12][C:11]([C:1]1[C:10]2[C:5](=[CH:6][CH:7]=[CH:8][CH:9]=2)[CH:4]=[CH:3][CH:2]=1)=[O:13], predict the reactants needed to synthesize it. The reactants are: [C:1]1([C:11](=[O:13])[CH3:12])[C:10]2[C:5](=[CH:6][CH:7]=[CH:8][CH:9]=2)[CH:4]=[CH:3][CH:2]=1.[Br:14]Br. (5) Given the product [Cl:1][C:2]1[CH:3]=[C:4]2[C:8](=[CH:9][CH:10]=1)[NH:7][CH:6]=[C:5]2[CH2:11][CH2:12][NH:13][C:14]([C:15]1[C:20]([C:27]2[CH:28]=[CH:29][C:24]([F:23])=[CH:25][CH:26]=2)=[CH:19][CH:18]=[CH:17][CH:16]=1)=[O:22].[Cl:1][C:2]1[CH:3]=[C:4]2[C:8](=[CH:9][CH:10]=1)[NH:7][CH:6]=[C:5]2[CH2:11][CH2:12][NH:13][C:14]([C:15]1[CH:16]=[C:17]([C:27]2[CH:28]=[CH:29][C:24]([F:23])=[CH:25][CH:26]=2)[CH:18]=[CH:19][CH:20]=1)=[O:22], predict the reactants needed to synthesize it. The reactants are: [Cl:1][C:2]1[CH:3]=[C:4]2[C:8](=[CH:9][CH:10]=1)[NH:7][CH:6]=[C:5]2[CH2:11][CH2:12][NH:13][C:14](=[O:22])[C:15]1[CH:20]=[CH:19][CH:18]=[C:17](I)[CH:16]=1.[F:23][C:24]1[CH:29]=[CH:28][C:27](B(O)O)=[CH:26][CH:25]=1.C(=O)([O-])[O-].[Na+].[Na+].